Dataset: Merck oncology drug combination screen with 23,052 pairs across 39 cell lines. Task: Regression. Given two drug SMILES strings and cell line genomic features, predict the synergy score measuring deviation from expected non-interaction effect. (1) Drug 1: O=C(CCCCCCC(=O)Nc1ccccc1)NO. Drug 2: C#Cc1cccc(Nc2ncnc3cc(OCCOC)c(OCCOC)cc23)c1. Cell line: LOVO. Synergy scores: synergy=16.2. (2) Drug 1: CCN(CC)CCNC(=O)c1c(C)[nH]c(C=C2C(=O)Nc3ccc(F)cc32)c1C. Drug 2: CCc1cnn2c(NCc3ccc[n+]([O-])c3)cc(N3CCCCC3CCO)nc12. Cell line: RPMI7951. Synergy scores: synergy=2.48. (3) Drug 1: CS(=O)(=O)CCNCc1ccc(-c2ccc3ncnc(Nc4ccc(OCc5cccc(F)c5)c(Cl)c4)c3c2)o1. Drug 2: COC1=C2CC(C)CC(OC)C(O)C(C)C=C(C)C(OC(N)=O)C(OC)C=CC=C(C)C(=O)NC(=CC1=O)C2=O. Cell line: NCIH2122. Synergy scores: synergy=17.8.